Dataset: Reaction yield outcomes from USPTO patents with 853,638 reactions. Task: Predict the reaction yield, written as a fraction of the theoretical maximum amount of product (1.0 means a 100% yield; for example, 0.34 means a 34% yield). (1) The reactants are IC.[OH:3][C:4]1[CH:5]=[C:6]2[C:11](=[CH:12][CH:13]=1)[CH:10]([C:14]([O:16][CH2:17][CH3:18])=[O:15])[N:9]([C:19]([O:21][C:22]([CH3:25])([CH3:24])[CH3:23])=[O:20])[CH2:8][CH2:7]2.[C:26](=O)([O-])[O-].[Cs+].[Cs+].O. The catalyst is CN(C=O)C. The product is [CH3:26][O:3][C:4]1[CH:5]=[C:6]2[C:11](=[CH:12][CH:13]=1)[CH:10]([C:14]([O:16][CH2:17][CH3:18])=[O:15])[N:9]([C:19]([O:21][C:22]([CH3:24])([CH3:23])[CH3:25])=[O:20])[CH2:8][CH2:7]2. The yield is 1.00. (2) The reactants are [OH:1][C@H:2]([C:41]1[CH:46]=[CH:45][CH:44]=[CH:43][CH:42]=1)[CH2:3][NH:4][C:5]1[CH:10]=[CH:9][C:8]([CH2:11][CH2:12][NH:13][CH2:14][C@H:15]([O:33][Si](C(C)(C)C)(C)C)[C:16]2[CH:21]=[CH:20][C:19]([O:22][CH2:23][C:24]3[CH:29]=[CH:28][CH:27]=[CH:26][CH:25]=3)=[C:18]([NH:30][CH:31]=[O:32])[CH:17]=2)=[CH:7][CH:6]=1.F.F.F.C(N(CC)CC)C.[OH-].[Na+]. The catalyst is O1CCCC1.C(OC(C)C)(=O)C. The product is [OH:1][C@H:2]([C:41]1[CH:42]=[CH:43][CH:44]=[CH:45][CH:46]=1)[CH2:3][NH:4][C:5]1[CH:6]=[CH:7][C:8]([CH2:11][CH2:12][NH:13][CH2:14][C@H:15]([OH:33])[C:16]2[CH:21]=[CH:20][C:19]([O:22][CH2:23][C:24]3[CH:25]=[CH:26][CH:27]=[CH:28][CH:29]=3)=[C:18]([NH:30][CH:31]=[O:32])[CH:17]=2)=[CH:9][CH:10]=1. The yield is 0.990.